From a dataset of Catalyst prediction with 721,799 reactions and 888 catalyst types from USPTO. Predict which catalyst facilitates the given reaction. (1) Reactant: [Br:1][C:2]1[S:3][C:4]([C:7]([OH:9])=O)=[CH:5][N:6]=1.C(N(C(C)C)CC)(C)C.CN(C(ON1N=NC2C=CC=NC1=2)=[N+](C)C)C.F[P-](F)(F)(F)(F)F.CN(C)C=O.[CH3:48][O:49][C:50]1[CH:51]=[C:52]([C@H:56]([NH2:58])[CH3:57])[CH:53]=[CH:54][CH:55]=1. Product: [Br:1][C:2]1[S:3][C:4]([C:7]([NH:58][C@@H:56]([C:52]2[CH:53]=[CH:54][CH:55]=[C:50]([O:49][CH3:48])[CH:51]=2)[CH3:57])=[O:9])=[CH:5][N:6]=1. The catalyst class is: 6. (2) Reactant: C([O:8][C:9]1[CH:22]=[CH:21][C:12]([CH2:13][CH:14]2[NH:19][C:18](=[O:20])[CH2:17][O:16][CH2:15]2)=[CH:11][CH:10]=1)C1C=CC=CC=1. Product: [OH:8][C:9]1[CH:22]=[CH:21][C:12]([CH2:13][CH:14]2[NH:19][C:18](=[O:20])[CH2:17][O:16][CH2:15]2)=[CH:11][CH:10]=1. The catalyst class is: 19. (3) Reactant: [CH3:1][C:2]1[N:7]=[C:6]([C:8]2[CH:13]=[CH:12][CH:11]=[C:10]([C:14]3[CH:15]=[C:16]([S:20](Cl)(=[O:22])=[O:21])[CH:17]=[CH:18][CH:19]=3)[N:9]=2)[CH:5]=[C:4]([C:24]2[CH:29]=[CH:28][C:27]([C:30]([F:33])([F:32])[F:31])=[CH:26][CH:25]=2)[CH:3]=1.[NH:34]1[CH2:37][CH2:36][CH2:35]1. Product: [N:34]1([S:20]([C:16]2[CH:15]=[C:14]([C:10]3[N:9]=[C:8]([C:6]4[CH:5]=[C:4]([C:24]5[CH:25]=[CH:26][C:27]([C:30]([F:33])([F:31])[F:32])=[CH:28][CH:29]=5)[CH:3]=[C:2]([CH3:1])[N:7]=4)[CH:13]=[CH:12][CH:11]=3)[CH:19]=[CH:18][CH:17]=2)(=[O:21])=[O:22])[CH2:37][CH2:36][CH2:35]1. The catalyst class is: 49. (4) Reactant: CCN=C=[N:5][CH2:6][CH2:7][CH2:8]N(C)C.Cl.[C:13]1([C:23]2[CH:28]=[CH:27][CH:26]=[CH:25][CH:24]=2)[CH:18]=[CH:17][CH:16]=[C:15]([CH2:19][C:20]([OH:22])=O)[CH:14]=1.C(N)CC.C1C=CC2N(O)N=NC=2C=1. Product: [C:13]1([C:23]2[CH:28]=[CH:27][CH:26]=[CH:25][CH:24]=2)[CH:18]=[CH:17][CH:16]=[C:15]([CH2:19][C:20]([NH:5][CH2:6][CH2:7][CH3:8])=[O:22])[CH:14]=1. The catalyst class is: 210. (5) Reactant: CO[C:3]([C:5]1[C:6]([OH:39])=[C:7]2[C:12](=[C:13]([C:15]3[CH:16]=[N:17][CH:18]=[CH:19][CH:20]=3)[N:14]=1)[N:11]([CH2:21][C:22]1[CH:27]=[CH:26][CH:25]=[CH:24][CH:23]=1)[C:10](=[O:28])[C:9]([C:29]1[CH:34]=[CH:33][CH:32]=[C:31]([C:35]([F:38])([F:37])[F:36])[CH:30]=1)=[CH:8]2)=[O:4].[NH2:40][CH2:41][CH2:42][C:43]([OH:45])=[O:44].C[O-].[Na+]. Product: [CH2:21]([N:11]1[C:12]2[C:7](=[C:6]([OH:39])[C:5]([C:3]([NH:40][CH2:41][CH2:42][C:43]([OH:45])=[O:44])=[O:4])=[N:14][C:13]=2[C:15]2[CH:16]=[N:17][CH:18]=[CH:19][CH:20]=2)[CH:8]=[C:9]([C:29]2[CH:34]=[CH:33][CH:32]=[C:31]([C:35]([F:36])([F:38])[F:37])[CH:30]=2)[C:10]1=[O:28])[C:22]1[CH:23]=[CH:24][CH:25]=[CH:26][CH:27]=1. The catalyst class is: 250. (6) Product: [CH3:23][O:22][CH2:21][O:20][C:7]1[CH:8]=[C:9]([C:11]([CH3:18])([CH3:19])[CH2:12][CH2:13][CH2:14][CH2:15][CH2:16][CH3:17])[CH:10]=[C:5]([O:4][CH2:3][O:2][CH3:1])[C:6]=1[B:29]([OH:32])[OH:30]. Reactant: [CH3:1][O:2][CH2:3][O:4][C:5]1[CH:10]=[C:9]([C:11]([CH3:19])([CH3:18])[CH2:12][CH2:13][CH2:14][CH2:15][CH2:16][CH3:17])[CH:8]=[C:7]([O:20][CH2:21][O:22][CH3:23])[CH:6]=1.[Li]CCCC.[B:29](OC)([O:32]C)[O:30]C.Cl. The catalyst class is: 20. (7) Reactant: [Cl:1][C:2]1[C:3]([CH2:8][NH:9][C:10]([CH:12]2[CH2:17][N:16]([C:18]([O:20][CH2:21][C:22]3[CH:27]=[CH:26][CH:25]=[CH:24][CH:23]=3)=[O:19])[CH:15]([C:28]([F:31])([F:30])[F:29])[CH2:14][CH2:13]2)=O)=[N:4][CH:5]=[CH:6][N:7]=1.O=P(Cl)(Cl)Cl. Product: [Cl:1][C:2]1[C:3]2[N:4]([C:10]([CH:12]3[CH2:17][N:16]([C:18]([O:20][CH2:21][C:22]4[CH:27]=[CH:26][CH:25]=[CH:24][CH:23]=4)=[O:19])[CH:15]([C:28]([F:31])([F:30])[F:29])[CH2:14][CH2:13]3)=[N:9][CH:8]=2)[CH:5]=[CH:6][N:7]=1. The catalyst class is: 705. (8) Reactant: C1(P(C2CCCCC2)C2(OC)[CH2:13][CH:12]=[CH:11][C:10](OC)=[C:9]2[C:16]2[CH:21]=[CH:20][CH:19]=[CH:18][CH:17]=2)CCCCC1.Br[C:31]1[C:32]2[C:37]([C:38](Br)=[C:39]3[C:44]=1[CH:43]=[CH:42][CH:41]=[CH:40]3)=[CH:36][CH:35]=[CH:34][CH:33]=2.[CH:46]12[CH2:59][CH:49]([C:50]3[C:51](B(O)O)=[CH:52][CH:53]=[CH:54][C:55]=31)[CH2:48][CH2:47]2.P([O-])([O-])([O-])=O.[K+].[K+].[K+]. Product: [CH:46]12[CH2:59][CH:49]([C:50]3[C:55]1=[CH:54][CH:53]=[CH:52][C:51]=3[C:31]1[C:32]3[C:37]([C:38]([C:21]4[CH:20]=[CH:19][CH:18]=[C:17]5[C:16]=4[CH:9]4[CH2:10][CH:11]5[CH2:12][CH2:13]4)=[C:39]4[C:44]=1[CH:43]=[CH:42][CH:41]=[CH:40]4)=[CH:36][CH:35]=[CH:34][CH:33]=3)[CH2:48][CH2:47]2. The catalyst class is: 93. (9) Reactant: [CH2:1]([S:8]([NH:11][C:12](=[O:25])[CH2:13][CH:14]1[CH2:17][N:16](C(OC(C)(C)C)=O)[CH2:15]1)(=[O:10])=[O:9])[C:2]1[CH:7]=[CH:6][CH:5]=[CH:4][CH:3]=1.C(O)(C(F)(F)F)=O. Product: [NH:16]1[CH2:15][CH:14]([CH2:13][C:12]([NH:11][S:8]([CH2:1][C:2]2[CH:7]=[CH:6][CH:5]=[CH:4][CH:3]=2)(=[O:10])=[O:9])=[O:25])[CH2:17]1. The catalyst class is: 2. (10) Reactant: [CH:1]1([N:4]2[C:13]3[C:8](=[CH:9][C:10]([F:17])=[C:11]([Cl:16])[C:12]=3[O:14][CH3:15])[C:7](=[O:18])[C:6]([C:19]([O:21]C)=[O:20])=[CH:5]2)[CH2:3][CH2:2]1.C([O-])(=O)C.S(=O)(=O)(O)O. Product: [CH:1]1([N:4]2[C:13]3[C:8](=[CH:9][C:10]([F:17])=[C:11]([Cl:16])[C:12]=3[O:14][CH3:15])[C:7](=[O:18])[C:6]([C:19]([OH:21])=[O:20])=[CH:5]2)[CH2:2][CH2:3]1. The catalyst class is: 6.